This data is from Reaction yield outcomes from USPTO patents with 853,638 reactions. The task is: Predict the reaction yield, written as a fraction of the theoretical maximum amount of product (1.0 means a 100% yield; for example, 0.34 means a 34% yield). (1) The reactants are [F:1][C:2]1[CH:3]=[CH:4][C:5]([CH2:8][O:9][C:10]2[CH:15]=[CH:14][N:13]([C:16]3[CH:37]=[CH:36][C:19]4[C:20]5[CH:27]6[N:28](C(OC(C)(C)C)=O)[CH:24]([CH2:25][CH2:26]6)[CH2:23][C:21]=5[O:22][C:18]=4[CH:17]=3)[C:12](=[O:38])[CH:11]=2)=[N:6][CH:7]=1.[ClH:39]. No catalyst specified. The product is [ClH:39].[F:1][C:2]1[CH:3]=[CH:4][C:5]([CH2:8][O:9][C:10]2[CH:15]=[CH:14][N:13]([C:16]3[CH:37]=[CH:36][C:19]4[C:20]5[CH:27]6[NH:28][CH:24]([CH2:25][CH2:26]6)[CH2:23][C:21]=5[O:22][C:18]=4[CH:17]=3)[C:12](=[O:38])[CH:11]=2)=[N:6][CH:7]=1. The yield is 0.910. (2) The reactants are C(OC([NH:8][C:9]([CH3:14])([C:11]([OH:13])=[O:12])[CH3:10])=O)(C)(C)C.[CH:15]1(O)[CH2:19][CH2:18][CH2:17][CH2:16]1.CCN=C=NCCCN(C)C.Cl.C(Cl)[Cl:34]. The catalyst is CN(C1C=CN=CC=1)C.CCOC(C)=O. The product is [ClH:34].[CH3:14][C:9]([C:11]([O:13][CH:15]1[CH2:19][CH2:18][CH2:17][CH2:16]1)=[O:12])([CH3:10])[NH2:8]. The yield is 0.200. (3) The reactants are [NH2:1][C:2]1[C:3]([C:7](=[N:17][OH:18])[NH:8][C:9]2[CH:14]=[CH:13][C:12]([F:15])=[C:11]([Cl:16])[CH:10]=2)=[N:4][O:5][N:6]=1.C(N(CC)C(C)C)(C)C.[CH2:28]([N:35]=[C:36]=[O:37])[C:29]1[CH:34]=[CH:33][CH:32]=[CH:31][CH:30]=1. The catalyst is ClCCl. The product is [NH2:1][C:2]1[C:3]([C:7](=[N:17][O:18][C:36]([NH:35][CH2:28][C:29]2[CH:34]=[CH:33][CH:32]=[CH:31][CH:30]=2)=[O:37])[NH:8][C:9]2[CH:14]=[CH:13][C:12]([F:15])=[C:11]([Cl:16])[CH:10]=2)=[N:4][O:5][N:6]=1. The yield is 0.240. (4) The reactants are [C:1]([O:10]C)(=O)[C:2]1[C:3](=[CH:5][CH:6]=[CH:7][CH:8]=1)[SH:4].[C:12]([C:14]1[N:19]=[C:18]([C:20]([NH2:22])=[O:21])[CH:17]=[CH:16][CH:15]=1)#[N:13].C(N(CC)CC)C. The catalyst is C1(C)C=CC=CC=1. The product is [O:10]=[C:1]1[C:2]2[CH:8]=[CH:7][CH:6]=[CH:5][C:3]=2[S:4][C:12]([C:14]2[N:19]=[C:18]([C:20]([NH2:22])=[O:21])[CH:17]=[CH:16][CH:15]=2)=[N:13]1. The yield is 0.700. (5) The reactants are [Br:1][C:2]1[C:3]([CH3:11])=[C:4]([Cl:10])[C:5]([CH3:9])=[N+:6]([O-])[CH:7]=1.ClCCl.FC(F)(F)C(OC(=O)C(F)(F)F)=[O:18].C(=O)([O-])[O-].[K+].[K+].[OH-].[Na+].O.Cl.C(=O)(O)[O-].[Na+]. No catalyst specified. The product is [Br:1][C:2]1[C:3]([CH3:11])=[C:4]([Cl:10])[C:5]([CH2:9][OH:18])=[N:6][CH:7]=1. The yield is 0.690. (6) The reactants are [C:1](Cl)(=[O:4])[CH:2]=[CH2:3].[C:6]([O:10][C:11]([N:13]1[CH2:18][CH2:17][NH:16][CH2:15][CH2:14]1)=[O:12])([CH3:9])([CH3:8])[CH3:7].C(N(CC)CC)C.Cl. The product is [C:6]([O:10][C:11]([N:13]1[CH2:18][CH2:17][N:16]([C:1](=[O:4])[CH:2]=[CH2:3])[CH2:15][CH2:14]1)=[O:12])([CH3:9])([CH3:7])[CH3:8]. The yield is 0.490. The catalyst is ClCCl.